This data is from Forward reaction prediction with 1.9M reactions from USPTO patents (1976-2016). The task is: Predict the product of the given reaction. (1) Given the reactants Cl[C:2]1[N:7]=[C:6]([C:8]([NH2:10])=[O:9])[CH:5]=[C:4]([N:11]2[CH2:15][C@H:14]([OH:16])[C@@H:13]([OH:17])[CH2:12]2)[N:3]=1.[F:18][C:19]1[CH:40]=[CH:39][C:22]([O:23][C:24]2[CH:29]=[CH:28][C:27](B3OC(C)(C)C(C)(C)O3)=[CH:26][CH:25]=2)=[CH:21][CH:20]=1.C([O-])([O-])=O.[Na+].[Na+], predict the reaction product. The product is: [OH:17][C@@H:13]1[C@@H:14]([OH:16])[CH2:15][N:11]([C:4]2[N:3]=[C:2]([C:27]3[CH:26]=[CH:25][C:24]([O:23][C:22]4[CH:21]=[CH:20][C:19]([F:18])=[CH:40][CH:39]=4)=[CH:29][CH:28]=3)[N:7]=[C:6]([C:8]([NH2:10])=[O:9])[CH:5]=2)[CH2:12]1. (2) Given the reactants [CH2:1]([O:3][C:4](=[O:22])[C:5]([CH3:21])([O:14][C:15]1[CH:20]=[CH:19][CH:18]=[CH:17][CH:16]=1)[CH2:6][C:7]1[CH:12]=[CH:11][C:10]([OH:13])=[CH:9][CH:8]=1)[CH3:2].[C:23]1(C2C=CC=CC=2)[CH:28]=[CH:27][CH:26]=[CH:25][C:24]=1[C:29]1[O:30][C:31]([CH3:47])=[C:32]([CH2:34][CH2:35]OS(C2C=CC(C)=CC=2)(=O)=O)[N:33]=1.C([O-])([O-])=O.[Cs+].[Cs+], predict the reaction product. The product is: [CH2:1]([O:3][C:4](=[O:22])[C:5]([CH3:21])([O:14][C:15]1[CH:20]=[CH:19][CH:18]=[CH:17][CH:16]=1)[CH2:6][C:7]1[CH:12]=[CH:11][C:10]([O:13][CH2:35][CH2:34][C:32]2[N:33]=[C:29]([C:24]3[CH:23]=[CH:28][C:27]([C:7]4[CH:12]=[CH:11][CH:10]=[CH:9][CH:8]=4)=[CH:26][CH:25]=3)[O:30][C:31]=2[CH3:47])=[CH:9][CH:8]=1)[CH3:2]. (3) Given the reactants COC1C=CC(C[N:8]2[CH2:13][CH2:12][C:11]3[C:14]([CH3:27])=[N:15][N:16]([C:17]4[CH:22]=[CH:21][C:20]([S:23]([NH2:26])(=[O:25])=[O:24])=[CH:19][CH:18]=4)[C:10]=3[C:9]2=[O:28])=CC=1, predict the reaction product. The product is: [CH3:27][C:14]1[C:11]2[CH2:12][CH2:13][NH:8][C:9](=[O:28])[C:10]=2[N:16]([C:17]2[CH:18]=[CH:19][C:20]([S:23]([NH2:26])(=[O:25])=[O:24])=[CH:21][CH:22]=2)[N:15]=1. (4) Given the reactants [Br:1][C:2]1[CH:3]=[N:4][C:5]([NH:8][C@H:9]([C:14]([OH:16])=O)[CH2:10][CH:11]([CH3:13])[CH3:12])=[N:6][CH:7]=1.C1CN([P+](O[N:34]2N=[N:41][C:36]3C=CC=C[C:35]2=3)(N2CCCC2)N2CCCC2)CC1.F[P-](F)(F)(F)(F)F.Cl.NCC#N.C(N(CC)CC)C.C([O-])(O)=O.[Na+], predict the reaction product. The product is: [Br:1][C:2]1[CH:7]=[N:6][C:5]([NH:8][CH:9]([CH2:10][CH:11]([CH3:12])[CH3:13])[C:14]([NH:41][CH2:36][C:35]#[N:34])=[O:16])=[N:4][CH:3]=1. (5) Given the reactants [CH3:1][C:2]1[C:18]([S:19]([CH3:22])(=[O:21])=[O:20])=[C:17]([C:23]([F:26])([F:25])[F:24])[CH:16]=[CH:15][C:3]=1[C:4]([NH:6][C:7]1[N:11]([CH2:12][CH2:13][CH3:14])[N:10]=[N:9][N:8]=1)=O.COC1C=CC(P2(SP(C3C=CC(OC)=CC=3)(=S)S2)=[S:36])=CC=1.O, predict the reaction product. The product is: [CH3:1][C:2]1[C:18]([S:19]([CH3:22])(=[O:21])=[O:20])=[C:17]([C:23]([F:26])([F:25])[F:24])[CH:16]=[CH:15][C:3]=1[C:4]([NH:6][C:7]1[N:11]([CH2:12][CH2:13][CH3:14])[N:10]=[N:9][N:8]=1)=[S:36].